This data is from Catalyst prediction with 721,799 reactions and 888 catalyst types from USPTO. The task is: Predict which catalyst facilitates the given reaction. (1) Reactant: O.O.O.[F:4][C:5]([F:13])([F:12])[C:6]([C:8]([F:11])([F:10])[F:9])=[O:7].O.FC(F)(F)C(C(F)(F)F)=O. Product: [F:4][C:5]([F:13])([F:12])[C:6]([C:8]([F:11])([F:10])[F:9])=[O:7]. The catalyst class is: 6. (2) Reactant: [C:1]([C:5]1[CH:10]=[CH:9][C:8]([CH:11]2[CH2:13][CH:12]2[C:14]([NH:16][CH2:17][C:18]([C:20]2[CH:25]=[C:24]([O:26]C)[CH:23]=[CH:22][C:21]=2[CH3:28])=[O:19])=[O:15])=[CH:7][CH:6]=1)([CH3:4])([CH3:3])[CH3:2].B(Br)(Br)Br. Product: [C:1]([C:5]1[CH:6]=[CH:7][C:8]([CH:11]2[CH2:13][CH:12]2[C:14]([NH:16][CH2:17][C:18]([C:20]2[CH:25]=[C:24]([OH:26])[CH:23]=[CH:22][C:21]=2[CH3:28])=[O:19])=[O:15])=[CH:9][CH:10]=1)([CH3:4])([CH3:3])[CH3:2]. The catalyst class is: 2.